Dataset: Full USPTO retrosynthesis dataset with 1.9M reactions from patents (1976-2016). Task: Predict the reactants needed to synthesize the given product. (1) Given the product [ClH:31].[N:19]1([C:2]2[N:18]=[C:5]3[CH:6]=[C:7]([NH2:10])[CH:8]=[CH:9][N:4]3[N:3]=2)[CH2:23][CH2:22][CH2:21][CH2:20]1, predict the reactants needed to synthesize it. The reactants are: Br[C:2]1[N:18]=[C:5]2[CH:6]=[C:7]([NH:10]C(=O)OC(C)(C)C)[CH:8]=[CH:9][N:4]2[N:3]=1.[NH:19]1[CH2:23][CH2:22][CH2:21][CH2:20]1.C(OCC)(=O)C.O.[ClH:31].C(OCC)(=O)C. (2) Given the product [Br:32][C:29]1[CH:30]=[CH:31][C:26]([O:25][C@H:12]2[O:11][C@H:10]([CH2:9][OH:8])[C@@H:15]([OH:16])[C@H:14]([OH:20])[C@@H:13]2[F:24])=[C:27]([C:33]([F:36])([F:34])[F:35])[CH:28]=1, predict the reactants needed to synthesize it. The reactants are: C([O-])(=O)C.C([O:8][CH2:9][C@@H:10]1[C@@H:15]([O:16]C(=O)C)[C@H:14]([O:20]C(=O)C)[C@H:13]([F:24])[C@@H:12]([O:25][C:26]2[CH:31]=[CH:30][C:29]([Br:32])=[CH:28][C:27]=2[C:33]([F:36])([F:35])[F:34])[O:11]1)(=O)C.